From a dataset of Forward reaction prediction with 1.9M reactions from USPTO patents (1976-2016). Predict the product of the given reaction. Given the reactants Cl.[NH2:2][C:3]1[C:12]2[N:13]=[C:14]([CH2:41][CH2:42][O:43][CH3:44])[N:15]([CH2:16][CH2:17][CH2:18][N:19]([CH2:24][C:25]3[CH:26]=[C:27]([CH:38]=[CH:39][CH:40]=3)[O:28][C:29]3([C:33]([O:35][CH2:36][CH3:37])=[O:34])[CH2:32][CH2:31][CH2:30]3)[C:20](=[O:23])[CH2:21]Cl)[C:11]=2[C:10]2[CH:9]=[CH:8][CH:7]=[CH:6][C:5]=2[N:4]=1.[CH2:45]([NH:47][CH2:48][CH3:49])[CH3:46], predict the reaction product. The product is: [NH2:2][C:3]1[C:12]2[N:13]=[C:14]([CH2:41][CH2:42][O:43][CH3:44])[N:15]([CH2:16][CH2:17][CH2:18][N:19]([CH2:24][C:25]3[CH:26]=[C:27]([CH:38]=[CH:39][CH:40]=3)[O:28][C:29]3([C:33]([O:35][CH2:36][CH3:37])=[O:34])[CH2:32][CH2:31][CH2:30]3)[C:20](=[O:23])[CH2:21][N:47]([CH2:48][CH3:49])[CH2:45][CH3:46])[C:11]=2[C:10]2[CH:9]=[CH:8][CH:7]=[CH:6][C:5]=2[N:4]=1.